This data is from Reaction yield outcomes from USPTO patents with 853,638 reactions. The task is: Predict the reaction yield, written as a fraction of the theoretical maximum amount of product (1.0 means a 100% yield; for example, 0.34 means a 34% yield). (1) The catalyst is C1C=CC(/C=C/C(/C=C/C2C=CC=CC=2)=O)=CC=1.C1C=CC(/C=C/C(/C=C/C2C=CC=CC=2)=O)=CC=1.C1C=CC(/C=C/C(/C=C/C2C=CC=CC=2)=O)=CC=1.[Pd].[Pd].CC(C1C=C(C(C)C)C(C2C=CC=CC=2P(C2CCCCC2)C2CCCCC2)=C(C(C)C)C=1)C.C1(C)C=CC=CC=1. The yield is 0.647. The product is [Si:16]([O:23][N:24]=[C:25]1[C:33]2[C:28](=[CH:29][C:30]([NH:1][C:2]3[C:6]4[CH:7]=[N:8][CH:9]=[CH:10][C:5]=4[S:4][C:3]=3[C:11]([O:13][CH2:14][CH3:15])=[O:12])=[CH:31][CH:32]=2)[CH2:27][CH2:26]1)([C:19]([CH3:22])([CH3:21])[CH3:20])([CH3:18])[CH3:17]. The reactants are [NH2:1][C:2]1[C:6]2[CH:7]=[N:8][CH:9]=[CH:10][C:5]=2[S:4][C:3]=1[C:11]([O:13][CH2:14][CH3:15])=[O:12].[Si:16]([O:23][N:24]=[C:25]1[C:33]2[C:28](=[CH:29][C:30](Br)=[CH:31][CH:32]=2)[CH2:27][CH2:26]1)([C:19]([CH3:22])([CH3:21])[CH3:20])([CH3:18])[CH3:17].C([O-])([O-])=O.[Cs+].[Cs+]. (2) The reactants are [H-].[Na+].[C:3]1([CH:9]([N:13]2[CH:17]=[C:16]([C:18]3[C:19]4[CH:26]=[CH:25][N:24]([CH2:27][O:28][CH2:29][CH2:30][Si:31]([CH3:34])([CH3:33])[CH3:32])[C:20]=4[N:21]=[CH:22][N:23]=3)[CH:15]=[N:14]2)[CH2:10][CH2:11][OH:12])[CH:8]=[CH:7][CH:6]=[CH:5][CH:4]=1.[CH3:35]N(C=O)C.CI. No catalyst specified. The product is [CH3:35][O:12][CH2:11][CH2:10][CH:9]([N:13]1[CH:17]=[C:16]([C:18]2[C:19]3[CH:26]=[CH:25][N:24]([CH2:27][O:28][CH2:29][CH2:30][Si:31]([CH3:33])([CH3:32])[CH3:34])[C:20]=3[N:21]=[CH:22][N:23]=2)[CH:15]=[N:14]1)[C:3]1[CH:8]=[CH:7][CH:6]=[CH:5][CH:4]=1. The yield is 0.880. (3) The reactants are Cl.[F:2][CH2:3][CH2:4][CH2:5][NH2:6].[CH3:7][CH2:8][CH2:9][CH2:10][CH2:11][CH3:12].[C:13]([O:16]CC)(=[O:15])C. No catalyst specified. The product is [F:2][CH2:3][CH2:4][CH2:5][NH:6][C:13](=[O:15])[O:16][C:9]1[CH:8]=[CH:7][CH:12]=[CH:11][CH:10]=1. The yield is 0.294. (4) The reactants are [OH:1][C:2]1([C@H:13]([NH:15][C:16](=[O:22])[O:17][C:18]([CH3:21])([CH3:20])[CH3:19])[CH3:14])[CH2:5][N:4](CC2C=CC=CC=2)[CH2:3]1.[H][H]. The catalyst is CO.[Pd]. The product is [OH:1][C:2]1([C@H:13]([NH:15][C:16](=[O:22])[O:17][C:18]([CH3:21])([CH3:20])[CH3:19])[CH3:14])[CH2:3][NH:4][CH2:5]1. The yield is 1.00. (5) The reactants are [Br:1][C:2]1[C:3]([F:15])=[CH:4][CH:5]=[C:6]2[C:11]=1[N:10]=[C:9](Cl)[N:8]([CH3:13])[C:7]2=[O:14].Cl.[CH3:17][C:18]1([NH2:21])[CH2:20][CH2:19]1.C(N(C(C)C)C(C)C)C. The catalyst is CS(C)=O.CCOC(C)=O. The product is [Br:1][C:2]1[C:3]([F:15])=[CH:4][CH:5]=[C:6]2[C:11]=1[N:10]=[C:9]([NH:21][C:18]1([CH3:17])[CH2:20][CH2:19]1)[N:8]([CH3:13])[C:7]2=[O:14]. The yield is 0.430.